Dataset: Forward reaction prediction with 1.9M reactions from USPTO patents (1976-2016). Task: Predict the product of the given reaction. Given the reactants [NH2:1][C:2](=O)[CH2:3][N:4]1[C:9](=[N:10]S(C2C=CC(C)=CC=2)(=O)=O)[CH:8]=[CH:7][C:6]([O:21][C:22]2[CH:23]=[C:24]([NH:28][C:29](=[O:41])[C:30]3[CH:35]=[CH:34][CH:33]=[C:32]([C:36]4([C:39]#[N:40])[CH2:38][CH2:37]4)[CH:31]=3)[CH:25]=[CH:26][CH:27]=2)=[CH:5]1.[F:50][C:49]([F:52])([F:51])[C:48](O[C:48](=[O:53])[C:49]([F:52])([F:51])[F:50])=[O:53].O, predict the reaction product. The product is: [C:39]([C:36]1([C:32]2[CH:31]=[C:30]([CH:35]=[CH:34][CH:33]=2)[C:29]([NH:28][C:24]2[CH:25]=[CH:26][CH:27]=[C:22]([O:21][C:6]3[CH:7]=[CH:8][C:9]4[N:4]([CH:3]=[C:2]([NH:1][C:48](=[O:53])[C:49]([F:50])([F:51])[F:52])[N:10]=4)[CH:5]=3)[CH:23]=2)=[O:41])[CH2:38][CH2:37]1)#[N:40].